From a dataset of hERG Central: cardiac toxicity at 1µM, 10µM, and general inhibition. Predict hERG channel inhibition at various concentrations. (1) Results: hERG_inhib (hERG inhibition (general)): blocker. The molecule is CCOC(=O)C1CCN(C(=O)C2CCN(c3nc4ccc(OC)cc4s3)CC2)CC1. (2) The molecule is O=C(NCCCn1ccnc1)/C(=C\c1cccs1)NC(=O)c1cccs1. Results: hERG_inhib (hERG inhibition (general)): blocker. (3) The compound is CCN(CC)CCN(C(=O)c1ccc2c(c1)OCCO2)c1nc2ccc(C)cc2s1.Cl. Results: hERG_inhib (hERG inhibition (general)): blocker. (4) The molecule is O=C(c1cn(CC2CCCCC2)nn1)N1CCN(c2ccc(F)cc2)CC1. Results: hERG_inhib (hERG inhibition (general)): blocker. (5) The compound is CC(NC(=O)c1ccc([N+](=O)[O-])cc1Cl)C1CC2CCC1C2. Results: hERG_inhib (hERG inhibition (general)): blocker. (6) Results: hERG_inhib (hERG inhibition (general)): blocker. The molecule is Cl.Cn1c(NCCN(CCO)CCCc2ccc([N+](=O)[O-])cc2)cc(=O)n(C)c1=O.